From a dataset of Reaction yield outcomes from USPTO patents with 853,638 reactions. Predict the reaction yield, written as a fraction of the theoretical maximum amount of product (1.0 means a 100% yield; for example, 0.34 means a 34% yield). (1) The reactants are [F:1][C:2]1[CH:9]=[C:8]([OH:10])[CH:7]=[CH:6][C:3]=1[CH:4]=[O:5].C([O-])([O-])=O.[K+].[K+].[C:17]([O:22][CH2:23]Cl)(=[O:21])[CH2:18][CH2:19][CH3:20]. The catalyst is CC(C)=O. The product is [C:17]([O:22][CH2:23][O:10][C:8]1[CH:7]=[CH:6][C:3]([CH:4]=[O:5])=[C:2]([F:1])[CH:9]=1)(=[O:21])[CH2:18][CH2:19][CH3:20]. The yield is 0.430. (2) The reactants are [CH:1](/[S:9](Cl)(=[O:11])=[O:10])=[CH:2]\[C:3]1[CH:8]=[CH:7][CH:6]=[CH:5][CH:4]=1.[Cl:13][C:14]1[CH:20]=[CH:19][C:17]([NH2:18])=[CH:16][CH:15]=1. No catalyst specified. The product is [CH:1](/[S:9]([NH:18][C:17]1[CH:19]=[CH:20][C:14]([Cl:13])=[CH:15][CH:16]=1)(=[O:11])=[O:10])=[CH:2]\[C:3]1[CH:8]=[CH:7][CH:6]=[CH:5][CH:4]=1. The yield is 0.560.